Task: Regression/Classification. Given a drug SMILES string, predict its absorption, distribution, metabolism, or excretion properties. Task type varies by dataset: regression for continuous measurements (e.g., permeability, clearance, half-life) or binary classification for categorical outcomes (e.g., BBB penetration, CYP inhibition). Dataset: cyp2c9_veith.. Dataset: CYP2C9 inhibition data for predicting drug metabolism from PubChem BioAssay (1) The drug is CCn1c(O)c(/C=C2\C=Nc3ccccc32)sc1=Nc1ccc(C)cc1. The result is 1 (inhibitor). (2) The molecule is CC(NC(=O)c1ccc(Cn2cc([N+](=O)[O-])cn2)o1)c1ccccc1. The result is 1 (inhibitor). (3) The compound is O=c1n(S(=O)(=O)c2cccs2)c2ccccc2n1S(=O)(=O)c1cccs1. The result is 1 (inhibitor). (4) The drug is COC(=O)N1CCC2(CCN(C(=O)Nc3cccc(C#N)c3)CC2)CC1. The result is 0 (non-inhibitor). (5) The drug is CCOC(=O)C1(S(=O)(=O)c2ccc(Cl)cc2)CCN(Cc2ccc(Cl)cc2)CC1. The result is 1 (inhibitor). (6) The drug is CCNc1ncc2nc(C)c(=O)n(Cc3cccc(OC)c3)c2n1. The result is 1 (inhibitor). (7) The compound is Cc1noc(C)c1C(=O)N1CCC2(CC1)CCN(c1ccncc1)CC2. The result is 1 (inhibitor).